From a dataset of Peptide-MHC class II binding affinity with 134,281 pairs from IEDB. Regression. Given a peptide amino acid sequence and an MHC pseudo amino acid sequence, predict their binding affinity value. This is MHC class II binding data. The peptide sequence is EKKYFAATQCEPLAA. The MHC is HLA-DQA10301-DQB10302 with pseudo-sequence HLA-DQA10301-DQB10302. The binding affinity (normalized) is 0.393.